From a dataset of Forward reaction prediction with 1.9M reactions from USPTO patents (1976-2016). Predict the product of the given reaction. Given the reactants Cl.[NH2:2][C@H:3]([C:14]([O:16][CH3:17])=[O:15])[CH2:4][C:5]1[C:13]2[C:8](=[CH:9][CH:10]=[CH:11][CH:12]=2)[NH:7][CH:6]=1.C(N(CC)CC)C.[CH3:25][O:26][C:27]1[CH:37]=[CH:36][CH:35]=[CH:34][C:28]=1[CH:29]=[CH:30][C:31](O)=[O:32].CCN=C=NCCCN(C)C.Cl, predict the reaction product. The product is: [CH3:25][O:26][C:27]1[CH:37]=[CH:36][CH:35]=[CH:34][C:28]=1[CH:29]=[CH:30][C:31]([NH:2][C@H:3]([C:14]([O:16][CH3:17])=[O:15])[CH2:4][C:5]1[C:13]2[C:8](=[CH:9][CH:10]=[CH:11][CH:12]=2)[NH:7][CH:6]=1)=[O:32].